From a dataset of Reaction yield outcomes from USPTO patents with 853,638 reactions. Predict the reaction yield, written as a fraction of the theoretical maximum amount of product (1.0 means a 100% yield; for example, 0.34 means a 34% yield). The reactants are [C:1]12([C:11]([OH:13])=[O:12])[CH2:10][CH:5]3[CH2:6][CH:7]([CH2:9][CH:3]([CH2:4]3)[CH2:2]1)[CH2:8]2.[OH:14]N1C(=O)C2=CC=CC=C2C1=O. The catalyst is [Co+2].C(O)(=O)C. The product is [OH:14][C:3]12[CH2:9][CH:7]3[CH2:6][CH:5]([CH2:10][C:1]([C:11]([OH:13])=[O:12])([CH2:8]3)[CH2:2]1)[CH2:4]2. The yield is 0.380.